Dataset: Catalyst prediction with 721,799 reactions and 888 catalyst types from USPTO. Task: Predict which catalyst facilitates the given reaction. (1) Reactant: [F:1][C:2]1[CH:7]=[CH:6][C:5]([C:8]2[CH:9]=[N:10][C:11]([C:14]#[C:15][Si](C)(C)C)=[CH:12][CH:13]=2)=[CH:4][C:3]=1[C@:20]1([CH2:31][F:32])[CH2:25][C@@H:24]([C:26]([F:29])([F:28])[F:27])[O:23][C:22]([NH2:30])=[N:21]1.C(=O)([O-])[O-].[K+].[K+]. Product: [C:14]([C:11]1[N:10]=[CH:9][C:8]([C:5]2[CH:6]=[CH:7][C:2]([F:1])=[C:3]([C@:20]3([CH2:31][F:32])[CH2:25][C@@H:24]([C:26]([F:27])([F:28])[F:29])[O:23][C:22]([NH2:30])=[N:21]3)[CH:4]=2)=[CH:13][CH:12]=1)#[CH:15]. The catalyst class is: 5. (2) Reactant: [Cl:1][C:2]1[CH:3]=[C:4]2[C:9](=[CH:10][CH:11]=1)[CH:8]=[C:7]([S:12]([NH:15][C@H:16]1[CH2:20][CH2:19][N:18]([C@@H:21]([CH3:29])[C:22]([O:24][C:25]([CH3:28])([CH3:27])[CH3:26])=[O:23])[C:17]1=[O:30])(=[O:14])=[O:13])[CH:6]=[CH:5]2.[CH3:31][Si]([N-][Si](C)(C)C)(C)C.[Li+].S(C1C=CC(C)=CC=1)(OC)(=O)=O. Product: [Cl:1][C:2]1[CH:3]=[C:4]2[C:9](=[CH:10][CH:11]=1)[CH:8]=[C:7]([S:12]([N:15]([CH3:31])[C@H:16]1[CH2:20][CH2:19][N:18]([C@@H:21]([CH3:29])[C:22]([O:24][C:25]([CH3:26])([CH3:28])[CH3:27])=[O:23])[C:17]1=[O:30])(=[O:13])=[O:14])[CH:6]=[CH:5]2. The catalyst class is: 1. (3) Product: [C:13]([O:12][C:10]([N:17]1[CH2:22][CH2:21][NH:20][CH2:19][CH:18]1[C:2]1[C:7]([CH3:8])=[N:6][C:5]([CH3:9])=[CH:4][N:3]=1)=[O:11])([CH3:16])([CH3:14])[CH3:15]. Reactant: Cl[C:2]1[C:7]([CH3:8])=[N:6][C:5]([CH3:9])=[CH:4][N:3]=1.[C:10]([N:17]1[CH2:22][CH2:21][NH:20][CH2:19][CH2:18]1)([O:12][C:13]([CH3:16])([CH3:15])[CH3:14])=[O:11].C1(P(C2CCCCC2)C2C=CC=CC=2C2C(C(C)C)=CC(C(C)C)=CC=2C(C)C)CCCCC1.CC(C)([O-])C.[Na+]. The catalyst class is: 487. (4) Reactant: C(Cl)(=O)C(Cl)=O.[F:7][CH2:8][C:9]1[O:13][N:12]=[C:11]([C:14]([OH:16])=O)[CH:10]=1.CN(C=O)C.[N-:22]=[N+:23]=[N-:24].[Na+]. Product: [F:7][CH2:8][C:9]1[O:13][N:12]=[C:11]([C:14]([N:22]=[N+:23]=[N-:24])=[O:16])[CH:10]=1. The catalyst class is: 2. (5) Reactant: [F:1][CH:2]([F:29])[C:3]([N:5]1[C@H:9]([CH2:10][F:11])[C@@H:8]([C:12]2[CH:17]=[CH:16][C:15](B3OC(C)(C)C(C)(C)O3)=[CH:14][CH:13]=2)[O:7][C:6]1([CH3:28])[CH3:27])=[O:4].Br[C:31]1[CH:32]=[CH:33][C:34]([CH:37]([NH:39][C:40](=[O:49])[O:41][CH2:42][C:43]2[CH:48]=[CH:47][CH:46]=[CH:45][CH:44]=2)[CH3:38])=[N:35][CH:36]=1.C(=O)([O-])[O-].[Na+].[Na+].ClCCl. Product: [F:29][CH:2]([F:1])[C:3]([N:5]1[C@H:9]([CH2:10][F:11])[C@@H:8]([C:12]2[CH:17]=[CH:16][C:15]([C:31]3[CH:32]=[CH:33][C:34]([CH:37]([NH:39][C:40](=[O:49])[O:41][CH2:42][C:43]4[CH:48]=[CH:47][CH:46]=[CH:45][CH:44]=4)[CH3:38])=[N:35][CH:36]=3)=[CH:14][CH:13]=2)[O:7][C:6]1([CH3:28])[CH3:27])=[O:4]. The catalyst class is: 38.